From a dataset of Reaction yield outcomes from USPTO patents with 853,638 reactions. Predict the reaction yield, written as a fraction of the theoretical maximum amount of product (1.0 means a 100% yield; for example, 0.34 means a 34% yield). (1) The reactants are [C:1]([C:4]1[CH:36]=[CH:35][C:7]2[NH:8][CH:9]([CH2:33][CH3:34])[N:10]([C:11]3[CH:16]=[CH:15][C:14]([CH2:17][CH2:18][NH:19][C:20]([NH:22][S:23]([C:26]4[CH:31]=[CH:30][C:29]([CH3:32])=[CH:28][CH:27]=4)(=[O:25])=[O:24])=[O:21])=[CH:13][CH:12]=3)[C:6]=2[CH:5]=1)(=[O:3])[CH3:2].[C:37]1([CH3:47])[CH:42]=[CH:41][C:40]([S:43]([OH:46])(=[O:45])=[O:44])=[CH:39][CH:38]=1. The catalyst is C(O)C. The product is [C:37]1([CH3:47])[CH:38]=[CH:39][C:40]([S:43]([OH:46])(=[O:44])=[O:45])=[CH:41][CH:42]=1.[C:1]([C:4]1[CH:36]=[CH:35][C:7]2[N:8]=[C:9]([CH2:33][CH3:34])[N:10]([C:11]3[CH:12]=[CH:13][C:14]([CH2:17][CH2:18][NH:19][C:20]([NH:22][S:23]([C:26]4[CH:27]=[CH:28][C:29]([CH3:32])=[CH:30][CH:31]=4)(=[O:25])=[O:24])=[O:21])=[CH:15][CH:16]=3)[C:6]=2[CH:5]=1)(=[O:3])[CH3:2]. The yield is 0.910. (2) The reactants are [Br:1][C:2]1[CH:3]=[C:4]2[CH:10]=[CH:9][NH:8][C:5]2=[N:6][CH:7]=1.[I:11]N1C(=O)CCC1=O. The catalyst is CC(C)=O. The product is [Br:1][C:2]1[CH:3]=[C:4]2[C:10]([I:11])=[CH:9][NH:8][C:5]2=[N:6][CH:7]=1. The yield is 0.740. (3) The reactants are [OH:1][C:2]1[C:11]2[C:6](=[C:7]([OH:12])[CH:8]=[CH:9][CH:10]=2)[CH:5]=[CH:4][CH:3]=1.[CH3:13][O:14][CH:15]([O:18][CH3:19])[CH2:16]Cl. The catalyst is CC(N(C)C)=O. The product is [CH3:13][O:14][CH:15]([O:18][CH3:19])[CH2:16][O:1][C:2]1[C:11]2[C:6](=[C:7]([O:12][CH2:16][CH:15]([O:18][CH3:19])[O:14][CH3:13])[CH:8]=[CH:9][CH:10]=2)[CH:5]=[CH:4][CH:3]=1. The yield is 0.530. (4) The reactants are [OH:1][NH:2][C:3](=[O:9])[O:4][C:5]([CH3:8])([CH3:7])[CH3:6].[CH:10]1[CH2:14][CH:13]=[CH:12][CH:11]=1.I([O-])(=O)(=O)=O.[Na+]. The product is [CH:12]12[CH2:13][CH:14]([CH:10]=[CH:11]1)[N:2]([C:3]([O:4][C:5]([CH3:8])([CH3:7])[CH3:6])=[O:9])[O:1]2. The catalyst is CO.O. The yield is 0.670. (5) The reactants are [CH2:1]([NH:3][C:4]1[CH:9]=[CH:8][N:7]=[CH:6][C:5]=1[N+:10]([O-])=O)[CH3:2]. The catalyst is C(O)C.[Pd]. The product is [CH2:1]([NH:3][C:4]1[CH:9]=[CH:8][N:7]=[CH:6][C:5]=1[NH2:10])[CH3:2]. The yield is 0.940. (6) The reactants are C1C(=O)N([I:8])C(=O)C1.[CH3:9][N:10]([C:17]1[N:22]2[N:23]=[CH:24][CH:25]=[C:21]2[N:20]=[CH:19][N:18]=1)[C:11]1[CH:16]=[CH:15][CH:14]=[CH:13][CH:12]=1. The catalyst is C(Cl)(Cl)Cl. The product is [I:8][C:25]1[CH:24]=[N:23][N:22]2[C:17]([N:10]([CH3:9])[C:11]3[CH:12]=[CH:13][CH:14]=[CH:15][CH:16]=3)=[N:18][CH:19]=[N:20][C:21]=12. The yield is 0.910. (7) The reactants are C([O-])(=O)C.[K+].[B:15]1([B:15]2[O:19][C:18]([CH3:21])([CH3:20])[C:17]([CH3:23])([CH3:22])[O:16]2)[O:19][C:18]([CH3:21])([CH3:20])[C:17]([CH3:23])([CH3:22])[O:16]1.Br[C:25]1[CH:33]=[CH:32][C:28]([C:29]([NH2:31])=[O:30])=[C:27]([Cl:34])[CH:26]=1.C(Cl)Cl. The catalyst is O1CCOCC1. The product is [Cl:34][C:27]1[CH:26]=[C:25]([B:15]2[O:16][C:17]([CH3:22])([CH3:23])[C:18]([CH3:20])([CH3:21])[O:19]2)[CH:33]=[CH:32][C:28]=1[C:29]([NH2:31])=[O:30]. The yield is 0.690. (8) The reactants are [Br:1][C:2]1[CH:8]=[CH:7][C:5]([NH2:6])=[CH:4][CH:3]=1.N1C=CC=CC=1.[CH3:15][O:16]/[CH:17]=[CH:18]/[C:19](Cl)=[O:20]. The catalyst is C(Cl)Cl. The product is [Br:1][C:2]1[CH:8]=[CH:7][C:5]([NH:6][C:19](=[O:20])/[CH:18]=[CH:17]/[O:16][CH3:15])=[CH:4][CH:3]=1. The yield is 0.960. (9) The reactants are [F:1][C:2]1[CH:7]=[C:6]([OH:8])[CH:5]=[C:4]([F:9])[C:3]=1[C:10]1[N:15]=[C:14]([C:16]([O:18][CH3:19])=[O:17])[CH:13]=[CH:12][C:11]=1[F:20].[O:21]1[CH2:25][CH2:24][C@H:23](O)[CH2:22]1.C1(P(C2C=CC=CC=2)C2C=CC=CC=2)C=CC=CC=1.CC(OC(/N=N/C(OC(C)C)=O)=O)C. The catalyst is C1COCC1. The product is [F:1][C:2]1[CH:7]=[C:6]([O:8][C@@H:23]2[CH2:24][CH2:25][O:21][CH2:22]2)[CH:5]=[C:4]([F:9])[C:3]=1[C:10]1[N:15]=[C:14]([C:16]([O:18][CH3:19])=[O:17])[CH:13]=[CH:12][C:11]=1[F:20]. The yield is 0.960.